This data is from Forward reaction prediction with 1.9M reactions from USPTO patents (1976-2016). The task is: Predict the product of the given reaction. (1) Given the reactants [C:1]12([C:11]3[CH:22]=[CH:21][C:14]([O:15][CH2:16][CH2:17][C:18](O)=[O:19])=[C:13]([CH3:23])[CH:12]=3)[CH2:10][CH:5]3[CH2:6][CH:7]([CH2:9][CH:3]([CH2:4]3)[CH2:2]1)[CH2:8]2.[CH3:24][N:25]([CH3:29])[CH2:26][CH2:27][NH2:28], predict the reaction product. The product is: [C:1]12([C:11]3[CH:22]=[CH:21][C:14]([O:15][CH2:16][CH2:17][C:18]([NH:28][CH2:27][CH2:26][N:25]([CH3:29])[CH3:24])=[O:19])=[C:13]([CH3:23])[CH:12]=3)[CH2:10][CH:5]3[CH2:6][CH:7]([CH2:9][CH:3]([CH2:4]3)[CH2:2]1)[CH2:8]2. (2) Given the reactants [Cl:1][C:2]1[CH:19]=[CH:18][C:5]2[N:6]=[C:7]([C:9]3[CH:17]=[CH:16][C:12]([C:13]([OH:15])=O)=[CH:11][CH:10]=3)[NH:8][C:4]=2[CH:3]=1.ON1C2C=CC=CC=2N=N1.Cl.CN(C)CCCN=C=NCC.[CH3:42][N:43]1[C:48]([CH3:50])([CH3:49])[CH2:47][CH:46]([NH2:51])[CH2:45][C:44]1([CH3:53])[CH3:52], predict the reaction product. The product is: [Cl:1][C:2]1[CH:19]=[CH:18][C:5]2[N:6]=[C:7]([C:9]3[CH:10]=[CH:11][C:12]([C:13]([NH:51][CH:46]4[CH2:45][C:44]([CH3:52])([CH3:53])[N:43]([CH3:42])[C:48]([CH3:50])([CH3:49])[CH2:47]4)=[O:15])=[CH:16][CH:17]=3)[NH:8][C:4]=2[CH:3]=1. (3) The product is: [Cl:1][C:2]1[N:7]=[C:6]([C:17]2[CH:16]=[CH:15][CH:14]=[C:13]3[C:18]=2[N:9]=[CH:10][CH:11]=[CH:12]3)[CH:5]=[CH:4][N:3]=1. Given the reactants [Cl:1][C:2]1[N:7]=[C:6](Cl)[CH:5]=[CH:4][N:3]=1.[N:9]1[C:18]2[C:13](=[CH:14][CH:15]=[CH:16][C:17]=2B(O)O)[CH:12]=[CH:11][CH:10]=1.C(=O)([O-])[O-].[Na+].[Na+], predict the reaction product. (4) Given the reactants [OH:1][C@H:2]([CH3:6])[C:3]([NH2:5])=O.F[B-](F)(F)F.C([O+](CC)CC)C.N[C:20]1[C:21]([NH:29][CH:30]2[CH2:35][CH2:34][CH:33]([NH:36][C:37](=[O:43])[O:38][C:39]([CH3:42])([CH3:41])[CH3:40])[CH2:32][CH2:31]2)=[C:22]2[S:28][CH:27]=[CH:26][C:23]2=[N:24][CH:25]=1, predict the reaction product. The product is: [OH:1][C@@H:2]([C:3]1[N:29]([CH:30]2[CH2:31][CH2:32][CH:33]([NH:36][C:37](=[O:43])[O:38][C:39]([CH3:41])([CH3:40])[CH3:42])[CH2:34][CH2:35]2)[C:21]2=[C:22]3[S:28][CH:27]=[CH:26][C:23]3=[N:24][CH:25]=[C:20]2[N:5]=1)[CH3:6].